Dataset: Reaction yield outcomes from USPTO patents with 853,638 reactions. Task: Predict the reaction yield, written as a fraction of the theoretical maximum amount of product (1.0 means a 100% yield; for example, 0.34 means a 34% yield). (1) The reactants are [NH2:1][C:2]1[NH:3][C:4]([CH2:7][OH:8])=[N:5][N:6]=1.[C:9](O[C:9]([O:11][C:12]([CH3:15])([CH3:14])[CH3:13])=[O:10])([O:11][C:12]([CH3:15])([CH3:14])[CH3:13])=[O:10]. The catalyst is CC(O)(C)C. The product is [OH:8][CH2:7][C:4]1[NH:3][C:2]([NH:1][C:9](=[O:10])[O:11][C:12]([CH3:15])([CH3:14])[CH3:13])=[N:6][N:5]=1. The yield is 0.220. (2) The yield is 0.480. No catalyst specified. The reactants are Br[C:2]1[C:3]([CH3:19])=[C:4]([CH3:18])[C:5]2[O:9][C:8]([CH2:11][O:12][CH2:13][O:14][CH3:15])([CH3:10])[CH2:7][C:6]=2[C:16]=1[CH3:17].[CH3:20][O:21][C:22]1[CH:27]=[CH:26][C:25]([N:28]2[CH2:33][CH2:32][NH:31][CH2:30][CH2:29]2)=[CH:24][CH:23]=1. The product is [CH3:15][O:14][CH2:13][O:12][CH2:11][C:8]1([CH3:10])[CH2:7][C:6]2[C:16]([CH3:17])=[C:2]([N:31]3[CH2:30][CH2:29][N:28]([C:25]4[CH:24]=[CH:23][C:22]([O:21][CH3:20])=[CH:27][CH:26]=4)[CH2:33][CH2:32]3)[C:3]([CH3:19])=[C:4]([CH3:18])[C:5]=2[O:9]1. (3) The reactants are C([O:3][C:4](=O)/[CH:5]=[CH:6]/[C:7]1[C:8]([NH:16][CH2:17][CH3:18])=[N:9][C:10]([S:14][CH3:15])=[N:11][C:12]=1[CH3:13])C.N12CCCN=C1CCCCC2. The catalyst is CCN(C(C)C)C(C)C. The product is [CH2:17]([N:16]1[C:8]2[N:9]=[C:10]([S:14][CH3:15])[N:11]=[C:12]([CH3:13])[C:7]=2[CH:6]=[CH:5][C:4]1=[O:3])[CH3:18]. The yield is 0.770. (4) The reactants are I[C:2]1[CH:10]=[C:9]2[C:5]([C:6]([CH:19]=[CH:20][C:21]3[CH:26]=[CH:25][CH:24]=[CH:23][CH:22]=3)=[N:7][N:8]2[CH2:11][O:12][CH2:13][CH2:14][Si:15]([CH3:18])([CH3:17])[CH3:16])=[CH:4][CH:3]=1.C([Li])CCC.[N+:32]([C:35]1[CH:36]=[C:37]([C:41](OS(C(F)(F)F)(=O)=O)=[CH2:42])[CH:38]=[CH:39][CH:40]=1)([O-:34])=[O:33]. The catalyst is C1COCC1.[Cl-].[Zn+2].[Cl-].C1C=CC([P]([Pd]([P](C2C=CC=CC=2)(C2C=CC=CC=2)C2C=CC=CC=2)([P](C2C=CC=CC=2)(C2C=CC=CC=2)C2C=CC=CC=2)[P](C2C=CC=CC=2)(C2C=CC=CC=2)C2C=CC=CC=2)(C2C=CC=CC=2)C2C=CC=CC=2)=CC=1. The product is [N+:32]([C:35]1[CH:36]=[C:37]([C:41]([C:2]2[CH:10]=[C:9]3[C:5]([C:6]([CH:19]=[CH:20][C:21]4[CH:22]=[CH:23][CH:24]=[CH:25][CH:26]=4)=[N:7][N:8]3[CH2:11][O:12][CH2:13][CH2:14][Si:15]([CH3:18])([CH3:17])[CH3:16])=[CH:4][CH:3]=2)=[CH2:42])[CH:38]=[CH:39][CH:40]=1)([O-:34])=[O:33]. The yield is 0.520.